Predict which catalyst facilitates the given reaction. From a dataset of Catalyst prediction with 721,799 reactions and 888 catalyst types from USPTO. (1) The catalyst class is: 597. Reactant: [CH3:1]C(C)([O-])C.[K+].[CH3:7][O:8][C:9]1[CH:10]=[C:11]2[C:16](=[CH:17][CH:18]=1)[C:15](=[O:19])[CH2:14][CH2:13][CH2:12]2.O. Product: [CH3:7][O:8][C:9]1[CH:18]=[CH:17][C:16]2[CH2:1][C:15](=[O:19])[CH2:14][CH2:13][CH2:12][C:11]=2[CH:10]=1.[CH3:7][O:8][C:9]1[CH:10]=[C:11]2[C:16](=[CH:17][CH:18]=1)[C:15](=[CH2:1])[CH2:14][CH2:13][CH2:12]2. (2) Reactant: [CH2:1]([O:8][C@@H:9]1[CH2:38][C@@H:37]2[C@:32]([CH3:46])([CH2:33][CH2:34][C@H:35]([O:39][CH:40]3[CH2:45][CH2:44][CH2:43][CH2:42][O:41]3)[CH2:36]2)[C@@H:31]2[C@@H:10]1[C@H:11]1[C@:28]([CH3:47])([CH2:29][CH2:30]2)[C@@H:14]([C@H:15]([CH3:27])[CH2:16][CH2:17][CH2:18][O:19][Si](C(C)(C)C)(C)C)[CH2:13][CH2:12]1)[C:2]1[CH:7]=[CH:6][CH:5]=[CH:4][CH:3]=1.[F-].C([N+](CCCC)(CCCC)CCCC)CCC. Product: [CH2:1]([O:8][C@@H:9]1[CH2:38][C@@H:37]2[C@:32]([CH3:46])([CH2:33][CH2:34][C@H:35]([O:39][CH:40]3[CH2:45][CH2:44][CH2:43][CH2:42][O:41]3)[CH2:36]2)[C@@H:31]2[C@@H:10]1[C@H:11]1[C@:28]([CH3:47])([CH2:29][CH2:30]2)[C@@H:14]([C@H:15]([CH3:27])[CH2:16][CH2:17][CH2:18][OH:19])[CH2:13][CH2:12]1)[C:2]1[CH:3]=[CH:4][CH:5]=[CH:6][CH:7]=1. The catalyst class is: 1. (3) Reactant: [F:1][C:2]1[CH:7]=[CH:6][C:5]([C:8]2[C:9]([C:21]3[CH:26]=[CH:25][CH:24]=[CH:23][CH:22]=3)=[C:10]([C:18](O)=[O:19])[N:11]([CH:15]([CH3:17])[CH3:16])[C:12]=2[CH:13]=[O:14])=[CH:4][CH:3]=1.[F:27][C:28]1[CH:35]=[CH:34][C:31]([CH2:32][NH2:33])=[CH:30][CH:29]=1.C(N(CC)CC)C. Product: [F:27][C:28]1[CH:35]=[CH:34][C:31]([CH2:32][NH:33][C:18]([C:10]2[N:11]([CH:15]([CH3:17])[CH3:16])[C:12]([CH:13]=[O:14])=[C:8]([C:5]3[CH:4]=[CH:3][C:2]([F:1])=[CH:7][CH:6]=3)[C:9]=2[C:21]2[CH:22]=[CH:23][CH:24]=[CH:25][CH:26]=2)=[O:19])=[CH:30][CH:29]=1. The catalyst class is: 309. (4) Reactant: [Cl-].O[NH3+:3].[C:4](=[O:7])([O-])[OH:5].[Na+].CS(C)=O.[CH3:13][C:14]1[N:44]=[C:17]2[N:18]([CH:41]([CH3:43])[CH3:42])[C:19](=[O:40])[C:20]([CH2:25][C:26]3[CH:31]=[CH:30][C:29]([C:32]4[C:33]([C:38]#[N:39])=[CH:34][CH:35]=[CH:36][CH:37]=4)=[CH:28][CH:27]=3)=[C:21]([CH2:22][CH2:23][CH3:24])[N:16]2[N:15]=1. Product: [CH3:13][C:14]1[N:44]=[C:17]2[N:18]([CH:41]([CH3:43])[CH3:42])[C:19](=[O:40])[C:20]([CH2:25][C:26]3[CH:31]=[CH:30][C:29]([C:32]4[CH:37]=[CH:36][CH:35]=[CH:34][C:33]=4[C:38]4[NH:3][C:4](=[O:7])[O:5][N:39]=4)=[CH:28][CH:27]=3)=[C:21]([CH2:22][CH2:23][CH3:24])[N:16]2[N:15]=1. The catalyst class is: 13. (5) Reactant: [F:1][C:2]1[CH:3]=[CH:4][C:5]2[N:6]([CH:8]=[C:9]([C:11]([NH:13][C@H:14]3[CH2:19][CH2:18][C@@H:17]([NH:20][C:21]([C:23]4[C:24]([NH:30][C:31]5[CH:36]=[CH:35][CH:34]=[C:33]([I:37])[CH:32]=5)=[N:25][CH:26]=[C:27]([F:29])[CH:28]=4)=[O:22])[CH2:16][CH2:15]3)=[O:12])[N:10]=2)[CH:7]=1.[C:38](N1C=CN=C1)(N1C=CN=C1)=[O:39].[H-].[Na+]. Product: [F:1][C:2]1[CH:3]=[CH:4][C:5]2[N:6]([CH:8]=[C:9]([C:11]([NH:13][C@H:14]3[CH2:19][CH2:18][C@@H:17]([N:20]4[C:21](=[O:22])[C:23]5[CH:28]=[C:27]([F:29])[CH:26]=[N:25][C:24]=5[N:30]([C:31]5[CH:36]=[CH:35][CH:34]=[C:33]([I:37])[CH:32]=5)[C:38]4=[O:39])[CH2:16][CH2:15]3)=[O:12])[N:10]=2)[CH:7]=1. The catalyst class is: 37. (6) Reactant: [CH3:1][O:2][C:3](=[O:39])[C:4]1[CH:9]=[CH:8][C:7]([C:10]2[CH:14]([C:15]3[CH:20]=[CH:19][C:18]([CH:21]4[CH2:26][CH2:25][CH2:24][CH2:23][CH2:22]4)=[CH:17][CH:16]=3)[CH:13]([C:27](=[O:38])[C:28]3[CH:33]=[CH:32][C:31]([C:34]([CH3:37])([CH3:36])[CH3:35])=[CH:30][CH:29]=3)[O:12][N:11]=2)=[CH:6][CH:5]=1.C1CCN2C(=NCCC2)CC1. Product: [CH3:1][O:2][C:3](=[O:39])[C:4]1[CH:9]=[CH:8][C:7]([C:10]2[C:14]([C:15]3[CH:20]=[CH:19][C:18]([CH:21]4[CH2:22][CH2:23][CH2:24][CH2:25][CH2:26]4)=[CH:17][CH:16]=3)=[C:13]([C:27](=[O:38])[C:28]3[CH:33]=[CH:32][C:31]([C:34]([CH3:35])([CH3:36])[CH3:37])=[CH:30][CH:29]=3)[O:12][N:11]=2)=[CH:6][CH:5]=1. The catalyst class is: 1. (7) Reactant: [N:1]1[CH:6]=[CH:5][C:4]([NH2:7])=[CH:3][N:2]=1.C(N(C(C)C)CC)(C)C.CN(C(ON1N=NC2C=CC=NC1=2)=[N+](C)C)C.F[P-](F)(F)(F)(F)F.[Br:41][C:42]1[C:43]([CH3:59])=[CH:44][C:45]([O:51][CH2:52][C:53]2[CH:58]=[CH:57][CH:56]=[CH:55][CH:54]=2)=[C:46]([CH:50]=1)[C:47](O)=[O:48]. Product: [Br:41][C:42]1[C:43]([CH3:59])=[CH:44][C:45]([O:51][CH2:52][C:53]2[CH:58]=[CH:57][CH:56]=[CH:55][CH:54]=2)=[C:46]([CH:50]=1)[C:47]([NH:7][C:4]1[CH:5]=[CH:6][N:1]=[N:2][CH:3]=1)=[O:48]. The catalyst class is: 9. (8) Reactant: [CH3:1][C@@H:2]1[CH2:6][CH2:5][C@H:4]([CH3:7])[N:3]1[C:8]([C:10]1([NH:15]C(=O)OC(C)(C)C)[CH2:14][CH2:13][CH2:12][CH2:11]1)=[O:9].[ClH:23]. Product: [ClH:23].[NH2:15][C:10]1([C:8]([N:3]2[C@@H:4]([CH3:7])[CH2:5][CH2:6][C@H:2]2[CH3:1])=[O:9])[CH2:14][CH2:13][CH2:12][CH2:11]1. The catalyst class is: 12.